From a dataset of Forward reaction prediction with 1.9M reactions from USPTO patents (1976-2016). Predict the product of the given reaction. Given the reactants [F:1][C:2]1[C:7]([F:8])=[CH:6][CH:5]=[CH:4][C:3]=1[OH:9].[Br:10][C:11]1[C:12]([OH:24])=[C:13]([C:18](=[O:23])[CH2:19][CH:20]([CH3:22])[CH3:21])[CH:14]=[CH:15][C:16]=1[OH:17], predict the reaction product. The product is: [Br:10][C:11]1[C:12]([OH:24])=[C:13]([C:18](=[O:23])[CH2:19][CH:20]([CH3:22])[CH3:21])[CH:14]=[CH:15][C:16]=1[O:17][CH2:7][CH2:2][CH2:3][CH2:4][O:9][C:3]1[CH:4]=[CH:5][CH:6]=[C:7]([F:8])[C:2]=1[F:1].